From a dataset of Experimentally validated miRNA-target interactions with 360,000+ pairs, plus equal number of negative samples. Binary Classification. Given a miRNA mature sequence and a target amino acid sequence, predict their likelihood of interaction. (1) The miRNA is cel-miR-1020-3p with sequence AUUAUUCUGUGACACUUUCAG. The protein sequence of the target gene is MDWGTELWDQFEVLERHTQWGLDLLDKYVKFVKERAEVEQAYAKQLRSLVKKYLPKRPTKDDPEVKFSQQQSFVQLLQEVNDFAGQRELVAESLGIRVCLELAKYSQEMKQERKMHFQEGRRAQQQLENGFKQLENSKRKFERDCREAEKAAHTAERLDQDINATKADVEKAKQQAHLRNHMAEESKNEYAAQLQRFNRDQAHFYFSQMPQIFDKLQDMDERRATRLGAGYGLLSEAELQVVPIIGKCLEGMKVAAESVDAKNDSQVLIELHKSGFARPGDLEFEDFSQVINRVPSDSSL.... Result: 0 (no interaction). (2) The miRNA is hsa-miR-451b with sequence UAGCAAGAGAACCAUUACCAUU. Result: 1 (interaction). The protein sequence of the target gene is MSLISWLRWNEAPSRLSTRSPAEMVLETLMMELTGQMREAERQQRERSNAVRKVCTGVDYSWLASTPRSTYDLSPIERLQLEDVCVKIHPSYCGPAILRFRQLLAEQEPEVQEVSQLFRSVLQEVLERMKQEEEAHKLTRQWSLRPRGSLATFKTRARISPFASDIRTISEDVERDTPPPLRSWSMPEFRAPKAD. (3) The miRNA is hsa-miR-596 with sequence AAGCCUGCCCGGCUCCUCGGG. The protein sequence of the target gene is MAAPPAKGNTEQSEEGDLPQLPVSPKPDDEQSRSQSPTQLQDSPEAGGEQEEEQAFLVSLYKFMKERHTPIERVPHLGFKQINLWKIYKAVEKLGAYELVTGRRLWKNVYDELGGSPGSTSAATCTRRHYERLVLPYVRHLKGEDDKPLPPTKPRKQYKMAKELRGDDGTTEKLKKAKDSEERRVEQTTPGKTKSDATGQTQLPCQGSSRDSTEQLGPVSGPSPPLTGASSCPEAYKRLLSSFYCKGAHGIMSPLAKKKLLAQVSKAEALQCQEEGCRHGARSPNKDIQDSPQNLRGPAE.... Result: 0 (no interaction).